Dataset: Forward reaction prediction with 1.9M reactions from USPTO patents (1976-2016). Task: Predict the product of the given reaction. Given the reactants O[CH2:2][CH2:3][O:4][C:5]1[CH:6]=[CH:7][C:8]([N:11]2[CH:15]=[CH:14][C:13]([C@H:16]([C:18]3[CH:27]=[CH:26][C:21]4[NH:22][C:23](=[O:25])[S:24][C:20]=4[CH:19]=3)[CH3:17])=[N:12]2)=[N:9][CH:10]=1.C(Br)(Br)(Br)[Br:29].C1(P(C2C=CC=CC=2)C2C=CC=CC=2)C=CC=CC=1.O, predict the reaction product. The product is: [Br:29][CH2:2][CH2:3][O:4][C:5]1[CH:6]=[CH:7][C:8]([N:11]2[CH:15]=[CH:14][C:13]([C@H:16]([C:18]3[CH:27]=[CH:26][C:21]4[NH:22][C:23](=[O:25])[S:24][C:20]=4[CH:19]=3)[CH3:17])=[N:12]2)=[N:9][CH:10]=1.